From a dataset of Experimentally validated miRNA-target interactions with 360,000+ pairs, plus equal number of negative samples. Binary Classification. Given a miRNA mature sequence and a target amino acid sequence, predict their likelihood of interaction. (1) The miRNA is rno-miR-543-5p with sequence AAGUUGCCCGCGUGUUUUUCG. The protein sequence of the target gene is MDFQERDPPFLPESAQSSKPSSAQQASELWEVVEEPRVRLGTEGVMPERQEGHLLKKRKWPLKGWHKRYFVLEDGILHYATTRQDITKGKLHGSIDVRLSVMSINKKAQRIDLDTEDNIYHLKIKSQDLFQSWVAQLRAHRLAHRLDMPRGSLPSTAHRKVPGAQLPTAATASALPGLGPREKVSSWLRDSDGLDRCSHELSECQGKLQELHRLLQSLESLHRIPSAPVIPTHQASVTTERPKKGKRTSRMWCTQSFAKDDTIGRVGRLHGSVPNLSRYLESRDSSGTRGLPPTDYAHLQ.... Result: 0 (no interaction). (2) The miRNA is mmu-miR-344d-3p with sequence GAUAUAACCACUGCCAGACUGA. The protein sequence of the target gene is MERVGTPEEERQAGPVLPTSLESDSSKRTSWGFLITGVVGGALLTVYAVATPFITPALRKVCLPFVPATSKQVENVVRMLRHRRGPLVDIGSGDGRIVIAAAKEGFPAVGYELNPWLVWYSRYRAWRAGVHGSAKFYISDLWKVTFAQYSNVVIFGVPQMMPQLEKKLELELEDGARVIACRFPFPRWTPDHTTGEGIDTVWAYDMSAQRGRGGRPNQEWVGQKNLSETAGLQASSSETRSKLLDVE. Result: 0 (no interaction). (3) The miRNA is hsa-miR-4434 with sequence AGGAGAAGUAAAGUAGAA. The protein sequence of the target gene is MLPGRLCWVPLLLALGVGSGSGGGGDSRQRRLLAAKVNKHKPWIETSYHGVITENNDTVILDPPLVALDKDAPVPFAGEICAFKIHGQELPFEAVVLNKTSGEGRLRAKSPIDCELQKEYTFIIQAYDCGAGPHETAWKKSHKAVVHIQVKDVNEFAPTFKEPAYKAVVTEGKIYDSILQVEAIDEDCSPQYSQICNYEIVTTDVPFAIDRNGNIRNTEKLSYDKQHQYEILVTAYDCGQKPAAQDTLVQVDVKPVCKPGWQDWTKRIEYQPGSGSMPLFPSIHLETCDGAVSSLQIVTE.... Result: 1 (interaction). (4) The miRNA is mmu-miR-7b-5p with sequence UGGAAGACUUGUGAUUUUGUUGUU. The protein sequence of the target gene is MAKPLTDSERQKQISVRGIAGLGDVAEVRKSFNRHLHFTLVKDRNVATPRDYFFALAHTVRDHLVGRWIRTQQHYYERDPKRIYYLSLEFYMGRTLQNTMVNLGLQTACDEATYQLGLDLEELEEIEEDAGLGNGGLGRLAACFLDSMATLGLAAYGYGIRYEFGIFNQKIVNGWQVEEADDWLRYGNPWEKARPEYMLPVHFYGRVEHTPDGVLWLDTQVVLAMPYDTPVPGYKNNTVNTMRLWSAKAPNDFKLKDFNVGDYIEAVLDRNLAENISRVLYPNDNFFEGKELRLKQEYFV.... Result: 0 (no interaction). (5) The miRNA is hsa-miR-30d-5p with sequence UGUAAACAUCCCCGACUGGAAG. The protein sequence of the target gene is MKLQAVMETLLQRQQRARQELEARQQLPPDPPAAPPGRARAAPDEDREPESARMQRAQMAALAAMRAAAAGLGHPASPGGSEDGPPGSEEEDAAREGTPGSPGRGREGPGEEHFEDMASDEDMKPKWEEEEMEEDLGEDEEEEEEDYEDEEEEEDEEGLGPPGPASLGTTALFPRKAQPPQAFRGDGVPRVLGGQERPGPGPAHPGGAAHVAPQLQPPDHGDWTYEEQFKQLYELDGDPKRKEFLDDLFSFMQKRGTPVNRIPIMAKQVLDLFMLYVLVTEKGGLVEVINKKLWREITKG.... Result: 1 (interaction). (6) The protein sequence of the target gene is MANKGPSYGMSREVQSKIEKKYDEELEERLVEWIVMQCGPDVGRPDRGRLGFQVWLKNGVILSKLVNSLYPEGSKPVKVPENPPSMVFKQMEQVAQFLKAAEDYGVTKTDMFQTVDLFEGKDMAAVQRTVMALGSLAVTKNDGHYRGDPNWFMKKAQEHKREFTDSQLQEGKHVIGLQMGSNRGASQAGMTGYGRPRQIIS. Result: 0 (no interaction). The miRNA is hsa-miR-548k with sequence AAAAGUACUUGCGGAUUUUGCU.